From a dataset of Catalyst prediction with 721,799 reactions and 888 catalyst types from USPTO. Predict which catalyst facilitates the given reaction. Reactant: [CH2:1]([N:8]1[C:16]([C:17]2[CH:22]=[CH:21][C:20]([N:23]3[CH2:28][CH2:27][CH:26]([C:29]([O:31]CC)=[O:30])[CH2:25][CH2:24]3)=[CH:19][CH:18]=2)=[C:15]2[C:10]([C:11]([C:34]([F:37])([F:36])[F:35])=[CH:12][CH:13]=[CH:14]2)=[N:9]1)[C:2]1[CH:7]=[CH:6][CH:5]=[CH:4][CH:3]=1.[OH-].[Na+].Cl. Product: [CH2:1]([N:8]1[C:16]([C:17]2[CH:22]=[CH:21][C:20]([N:23]3[CH2:28][CH2:27][CH:26]([C:29]([OH:31])=[O:30])[CH2:25][CH2:24]3)=[CH:19][CH:18]=2)=[C:15]2[C:10]([C:11]([C:34]([F:37])([F:35])[F:36])=[CH:12][CH:13]=[CH:14]2)=[N:9]1)[C:2]1[CH:3]=[CH:4][CH:5]=[CH:6][CH:7]=1. The catalyst class is: 5.